Dataset: Peptide-MHC class II binding affinity with 134,281 pairs from IEDB. Task: Regression. Given a peptide amino acid sequence and an MHC pseudo amino acid sequence, predict their binding affinity value. This is MHC class II binding data. (1) The peptide sequence is KRVVASLMRGLSSRK. The MHC is DRB4_0103 with pseudo-sequence DRB4_0103. The binding affinity (normalized) is 0.778. (2) The peptide sequence is IGLQYLGYVIRDLAA. The MHC is HLA-DQA10102-DQB10501 with pseudo-sequence HLA-DQA10102-DQB10501. The binding affinity (normalized) is 0.388. (3) The peptide sequence is QIDAFIANAGATADS. The MHC is DRB1_0404 with pseudo-sequence DRB1_0404. The binding affinity (normalized) is 0.189. (4) The peptide sequence is AKIVTAETQNSSFII. The MHC is DRB1_0901 with pseudo-sequence DRB1_0901. The binding affinity (normalized) is 0.289. (5) The peptide sequence is SEGDIVIYSKYGGTE. The MHC is DRB5_0101 with pseudo-sequence DRB5_0101. The binding affinity (normalized) is 0. (6) The peptide sequence is EKKYFAATQFVPLAA. The MHC is DRB1_1001 with pseudo-sequence DRB1_1001. The binding affinity (normalized) is 0.812.